Dataset: NCI-60 drug combinations with 297,098 pairs across 59 cell lines. Task: Regression. Given two drug SMILES strings and cell line genomic features, predict the synergy score measuring deviation from expected non-interaction effect. (1) Drug 1: CS(=O)(=O)C1=CC(=C(C=C1)C(=O)NC2=CC(=C(C=C2)Cl)C3=CC=CC=N3)Cl. Drug 2: C1=CC(=CC=C1CCCC(=O)O)N(CCCl)CCCl. Cell line: DU-145. Synergy scores: CSS=56.9, Synergy_ZIP=5.58, Synergy_Bliss=7.41, Synergy_Loewe=3.04, Synergy_HSA=5.92. (2) Drug 1: CC(C)(C#N)C1=CC(=CC(=C1)CN2C=NC=N2)C(C)(C)C#N. Drug 2: N.N.Cl[Pt+2]Cl. Cell line: ACHN. Synergy scores: CSS=25.3, Synergy_ZIP=1.09, Synergy_Bliss=0.710, Synergy_Loewe=-6.55, Synergy_HSA=-5.82. (3) Drug 1: CC1C(C(CC(O1)OC2CC(CC3=C2C(=C4C(=C3O)C(=O)C5=C(C4=O)C(=CC=C5)OC)O)(C(=O)C)O)N)O.Cl. Drug 2: CC1=C(C(=CC=C1)Cl)NC(=O)C2=CN=C(S2)NC3=CC(=NC(=N3)C)N4CCN(CC4)CCO. Cell line: M14. Synergy scores: CSS=-1.64, Synergy_ZIP=10.7, Synergy_Bliss=12.4, Synergy_Loewe=-8.54, Synergy_HSA=-1.58. (4) Drug 1: C1C(C(OC1N2C=NC3=C(N=C(N=C32)Cl)N)CO)O. Drug 2: COC1=C2C(=CC3=C1OC=C3)C=CC(=O)O2. Cell line: TK-10. Synergy scores: CSS=9.67, Synergy_ZIP=-6.11, Synergy_Bliss=-2.02, Synergy_Loewe=-9.51, Synergy_HSA=-1.80. (5) Drug 1: CC(CN1CC(=O)NC(=O)C1)N2CC(=O)NC(=O)C2. Drug 2: N.N.Cl[Pt+2]Cl. Cell line: U251. Synergy scores: CSS=34.7, Synergy_ZIP=-1.74, Synergy_Bliss=3.63, Synergy_Loewe=4.95, Synergy_HSA=4.90. (6) Drug 1: CC1=CC2C(CCC3(C2CCC3(C(=O)C)OC(=O)C)C)C4(C1=CC(=O)CC4)C. Drug 2: CCC1(CC2CC(C3=C(CCN(C2)C1)C4=CC=CC=C4N3)(C5=C(C=C6C(=C5)C78CCN9C7C(C=CC9)(C(C(C8N6C=O)(C(=O)OC)O)OC(=O)C)CC)OC)C(=O)OC)O.OS(=O)(=O)O. Cell line: SF-268. Synergy scores: CSS=43.0, Synergy_ZIP=15.2, Synergy_Bliss=19.9, Synergy_Loewe=-12.3, Synergy_HSA=11.3. (7) Drug 1: C1=CN(C=N1)CC(O)(P(=O)(O)O)P(=O)(O)O. Drug 2: C1=NNC2=C1C(=O)NC=N2. Cell line: NCI-H460. Synergy scores: CSS=12.5, Synergy_ZIP=-5.16, Synergy_Bliss=-5.10, Synergy_Loewe=-3.38, Synergy_HSA=-4.68.